Predict the reaction yield, written as a fraction of the theoretical maximum amount of product (1.0 means a 100% yield; for example, 0.34 means a 34% yield). From a dataset of Reaction yield outcomes from USPTO patents with 853,638 reactions. (1) The reactants are [H-].C([Al+]CC(C)C)C(C)C.[F:11][C:12]1[CH:20]=[C:19]2[C:15]([CH:16]=[C:17]([C:28](OCC)=[O:29])[N:18]2[C:21]([O:23][C:24]([CH3:27])([CH3:26])[CH3:25])=[O:22])=[CH:14][CH:13]=1.O.O.O.O.O.O.O.O.O.O.S([O-])([O-])(=O)=O.[Na+].[Na+].S([O-])([O-])(=O)=O.[Mg+2]. The catalyst is C1(C)C=CC=CC=1. The product is [F:11][C:12]1[CH:20]=[C:19]2[C:15]([CH:16]=[C:17]([CH2:28][OH:29])[N:18]2[C:21]([O:23][C:24]([CH3:25])([CH3:27])[CH3:26])=[O:22])=[CH:14][CH:13]=1. The yield is 0.600. (2) The reactants are [Si:1]([O:8][C@@H:9]1[CH2:13][C@H:12]([OH:14])[CH:11]=[CH:10]1)([C:4]([CH3:7])([CH3:6])[CH3:5])([CH3:3])[CH3:2].C[N+]1([O-])CCOCC1. The catalyst is C(Cl)Cl.[Ru]([O-])(=O)(=O)=O.C([N+](CCC)(CCC)CCC)CC. The product is [Si:1]([O:8][C@@H:9]1[CH2:13][C:12](=[O:14])[CH:11]=[CH:10]1)([C:4]([CH3:7])([CH3:6])[CH3:5])([CH3:3])[CH3:2]. The yield is 0.860. (3) The reactants are [CH:1]([C:4]1[CH:8]=[C:7]([NH2:9])[O:6][N:5]=1)([CH3:3])[CH3:2].C(=O)([O-])[O-].[K+].[K+].Cl[C:17]([O:19][C:20]1[CH:25]=[CH:24][CH:23]=[CH:22][CH:21]=1)=[O:18]. The catalyst is O1CCCC1. The product is [CH:1]([C:4]1[CH:8]=[C:7]([NH:9][C:17](=[O:18])[O:19][C:20]2[CH:25]=[CH:24][CH:23]=[CH:22][CH:21]=2)[O:6][N:5]=1)([CH3:3])[CH3:2]. The yield is 0.680. (4) The reactants are [NH2:1][C:2]1[N:3]([CH3:22])[C:4](=[O:21])[C:5]([C:14]2[CH:15]=[C:16]([C:19]#[N:20])[NH:17][CH:18]=2)([C:7]2[CH:12]=[CH:11][CH:10]=[C:9]([Br:13])[CH:8]=2)[N:6]=1.[C:23](=O)([O-])[O-].[Cs+].[Cs+].CI. The catalyst is CN(C)C=O.C(Cl)(Cl)Cl. The product is [NH2:1][C:2]1[N:3]([CH3:22])[C:4](=[O:21])[C:5]([C:14]2[CH:15]=[C:16]([C:19]#[N:20])[N:17]([CH3:23])[CH:18]=2)([C:7]2[CH:12]=[CH:11][CH:10]=[C:9]([Br:13])[CH:8]=2)[N:6]=1. The yield is 1.00. (5) The reactants are [CH3:1]CN(C(C)C)C(C)C.I[C:11]1[CH:19]=[CH:18][C:14]([C:15]([OH:17])=[O:16])=[CH:13][CH:12]=1.C1C=NC2N(O)N=NC=2C=1.[CH2:30]([Cl:33])[CH2:31]Cl.O[C@@H]1CC[N:37]([C:40]([C:42]2[CH:47]=[CH:46][C:45](OC(F)(F)F)=[CH:44][CH:43]=2)=O)[C@H]1C(NOCC1C=CC=CC=1)=O. The catalyst is CN(C=O)C.CCOC(C)=O.CCCCCC. The product is [CH3:1][O:17][C:15](=[O:16])[C:14]1[CH:18]=[CH:19][C:11]([C:46]#[C:45][C:44]#[C:43][C:42]2[CH:40]=[N:37][C:30]([Cl:33])=[CH:31][CH:47]=2)=[CH:12][CH:13]=1. The yield is 0.930.